Regression. Given a peptide amino acid sequence and an MHC pseudo amino acid sequence, predict their binding affinity value. This is MHC class II binding data. From a dataset of Peptide-MHC class II binding affinity with 134,281 pairs from IEDB. (1) The MHC is DRB1_1501 with pseudo-sequence DRB1_1501. The peptide sequence is SYTIVSSLGVDDVGT. The binding affinity (normalized) is 0.407. (2) The peptide sequence is CGGTGKNTIVIPKGD. The MHC is HLA-DPA10201-DPB10101 with pseudo-sequence HLA-DPA10201-DPB10101. The binding affinity (normalized) is 0.0795. (3) The peptide sequence is KMIGGIGGFIKVRQYDQIHI. The MHC is DRB1_0301 with pseudo-sequence DRB1_0301. The binding affinity (normalized) is 0.0775.